The task is: Predict the reaction yield, written as a fraction of the theoretical maximum amount of product (1.0 means a 100% yield; for example, 0.34 means a 34% yield).. This data is from Reaction yield outcomes from USPTO patents with 853,638 reactions. (1) The reactants are [C:1]([O:5][C:6]([NH:8][C@@H:9]([CH:40]([CH3:42])[CH3:41])[C:10]([NH:12][C@@H:13]([CH2:25][C:26]1[CH:31]=[CH:30][CH:29]=[C:28]([O:32][Si:33]([C:36]([CH3:39])([CH3:38])[CH3:37])([CH3:35])[CH3:34])[CH:27]=1)[C:14]([N:16]1[CH2:21][CH2:20][CH2:19][C@@H:18]([C:22]([OH:24])=[O:23])[NH:17]1)=[O:15])=[O:11])=[O:7])([CH3:4])([CH3:3])[CH3:2].[CH:43]([C:45]1[CH:53]=[C:52]2[C:48]([CH2:49][CH2:50][C@H:51]2O)=[CH:47][CH:46]=1)=[CH2:44].C(N=C=NCCCN(C)C)C. The catalyst is CN(C)C1C=CN=CC=1.ClCCl. The product is [CH:43]([C:45]1[CH:53]=[C:52]2[C:48]([CH2:49][CH2:50][C@H:51]2[O:23][C:22]([C@@H:18]2[CH2:19][CH2:20][CH2:21][N:16]([C:14](=[O:15])[C@@H:13]([NH:12][C:10](=[O:11])[C@@H:9]([NH:8][C:6]([O:5][C:1]([CH3:2])([CH3:3])[CH3:4])=[O:7])[CH:40]([CH3:42])[CH3:41])[CH2:25][C:26]3[CH:31]=[CH:30][CH:29]=[C:28]([O:32][Si:33]([C:36]([CH3:39])([CH3:38])[CH3:37])([CH3:34])[CH3:35])[CH:27]=3)[NH:17]2)=[O:24])=[CH:47][CH:46]=1)=[CH2:44]. The yield is 0.950. (2) The reactants are [SH:1][C:2]1[CH:7]=[CH:6][C:5]([OH:8])=[CH:4][CH:3]=1.[OH-].[Na+].[CH3:11][O:12][C:13](=[O:28])[C:14]1[CH:19]=[C:18]([S:20](=[O:26])(=[O:25])[NH:21][CH2:22][CH2:23]Br)[CH:17]=[CH:16][C:15]=1[CH3:27]. The catalyst is CO. The product is [CH3:11][O:12][C:13](=[O:28])[C:14]1[CH:19]=[C:18]([S:20](=[O:25])(=[O:26])[NH:21][CH2:22][CH2:23][S:1][C:2]2[CH:7]=[CH:6][C:5]([OH:8])=[CH:4][CH:3]=2)[CH:17]=[CH:16][C:15]=1[CH3:27]. The yield is 0.760. (3) The reactants are [Cl:1][C:2]1[N:3]=[CH:4][C:5]2[NH:10][N:9]=[CH:8][C:6]=2[N:7]=1.C1C(=O)N([I:18])C(=O)C1. The catalyst is CN(C=O)C. The product is [Cl:1][C:2]1[N:3]=[CH:4][C:5]2[NH:10][N:9]=[C:8]([I:18])[C:6]=2[N:7]=1. The yield is 0.890. (4) The reactants are [C:1]([O:5][C:6]([N:8]1[CH2:13][CH2:12][C:11](=[CH:14]C2ON=C(C)C=2)[CH2:10][CH2:9]1)=[O:7])([CH3:4])([CH3:3])[CH3:2].[C:21]1([C:27]2[N:28]=[N:29][N:30](C[Si](C)(C)C)[N:31]=2)[CH:26]=[CH:25][CH:24]=[CH:23][CH:22]=1. No catalyst specified. The product is [C:1]([O:5][C:6]([N:8]1[CH2:9][CH2:10][C:11](=[CH:14][N:29]2[N:30]=[N:31][C:27]([C:21]3[CH:26]=[CH:25][CH:24]=[CH:23][CH:22]=3)=[N:28]2)[CH2:12][CH2:13]1)=[O:7])([CH3:2])([CH3:3])[CH3:4]. The yield is 0.700. (5) The reactants are [N+:1]([C:4]1[CH:5]=[C:6]([S:10]([CH2:13][CH2:14][O:15][C:16](=[O:37])[CH2:17][CH2:18][CH2:19][CH2:20][CH2:21][NH:22][C:23](=[O:36])[CH2:24][O:25][C:26]2[CH:31]=[CH:30][C:29]([S:32](Cl)(=[O:34])=[O:33])=[CH:28][CH:27]=2)(=[O:12])=[O:11])[CH:7]=[CH:8][CH:9]=1)([O-:3])=[O:2].[CH3:38][C:39]1[C:40]([CH2:51][S:52]([C:54]2[NH:58][C:57]3[CH:59]=[CH:60][CH:61]=[CH:62][C:56]=3[N:55]=2)=[O:53])=[N:41][CH:42]=[CH:43][C:44]=1[O:45][CH2:46][C:47]([F:50])([F:49])[F:48].[H-].[Na+].O. The catalyst is C(Cl)Cl. The product is [N+:1]([C:4]1[CH:5]=[C:6]([S:10]([CH2:13][CH2:14][O:15][C:16](=[O:37])[CH2:17][CH2:18][CH2:19][CH2:20][CH2:21][NH:22][C:23](=[O:36])[CH2:24][O:25][C:26]2[CH:31]=[CH:30][C:29]([S:32]([N:55]3[C:56]4[CH:62]=[CH:61][CH:60]=[CH:59][C:57]=4[N:58]=[C:54]3[S:52]([CH2:51][C:40]3[C:39]([CH3:38])=[C:44]([O:45][CH2:46][C:47]([F:48])([F:49])[F:50])[CH:43]=[CH:42][N:41]=3)=[O:53])(=[O:34])=[O:33])=[CH:28][CH:27]=2)(=[O:12])=[O:11])[CH:7]=[CH:8][CH:9]=1)([O-:3])=[O:2]. The yield is 0.940. (6) The reactants are [SH:1][C:2]1[C:3]2[C:13](=[O:14])[N:12]([C:15]3[CH:20]=[CH:19][CH:18]=[CH:17][CH:16]=3)[C:11](=[O:21])[N:10]([C:22]3[CH:27]=[CH:26][CH:25]=[CH:24][CH:23]=3)[C:4]=2[N:5]([CH3:9])[C:6](=[O:8])[N:7]=1.[CH3:28]N(C)C=O.C(=O)([O-])[O-].[K+].[K+].CI. The catalyst is O. The product is [CH3:9][N:5]1[C:4]2[N:10]([C:22]3[CH:27]=[CH:26][CH:25]=[CH:24][CH:23]=3)[C:11](=[O:21])[N:12]([C:15]3[CH:20]=[CH:19][CH:18]=[CH:17][CH:16]=3)[C:13](=[O:14])[C:3]=2[C:2]([S:1][CH3:28])=[N:7][C:6]1=[O:8]. The yield is 0.890. (7) The reactants are [C:1]([C:3]1[C:4]2[O:26][CH:25]=[C:24]([C:27]3[CH:28]=[C:29]4[C:33](=[CH:34][CH:35]=3)[N:32]([C:36](=[O:46])[CH2:37][C:38]3[CH:43]=[C:42]([F:44])[CH:41]=[CH:40][C:39]=3[F:45])[CH2:31][CH2:30]4)[C:5]=2[C:6]([N:9](C(OC(C)(C)C)=O)C(OC(C)(C)C)=O)=[N:7][CH:8]=1)#[N:2].Cl.O1CCOCC1. No catalyst specified. The product is [NH2:9][C:6]1[C:5]2[C:24]([C:27]3[CH:28]=[C:29]4[C:33](=[CH:34][CH:35]=3)[N:32]([C:36](=[O:46])[CH2:37][C:38]3[CH:43]=[C:42]([F:44])[CH:41]=[CH:40][C:39]=3[F:45])[CH2:31][CH2:30]4)=[CH:25][O:26][C:4]=2[C:3]([C:1]#[N:2])=[CH:8][N:7]=1. The yield is 0.457. (8) The reactants are [CH2:1]([S:8]([N:11]1[CH:15]=[CH:14][C:13]([NH2:16])=[CH:12]1)(=[O:10])=[O:9])[C:2]1[CH:7]=[CH:6][CH:5]=[CH:4][CH:3]=1.C(N(CC)CC)C.[CH3:24][O:25][C:26]1[CH:27]=[C:28]([CH:32]=[CH:33][CH:34]=1)[C:29](Cl)=[O:30]. No catalyst specified. The product is [CH2:1]([S:8]([N:11]1[CH:15]=[CH:14][C:13]([NH:16][C:29](=[O:30])[C:28]2[CH:32]=[CH:33][CH:34]=[C:26]([O:25][CH3:24])[CH:27]=2)=[CH:12]1)(=[O:10])=[O:9])[C:2]1[CH:7]=[CH:6][CH:5]=[CH:4][CH:3]=1. The yield is 0.0400.